The task is: Predict the reaction yield, written as a fraction of the theoretical maximum amount of product (1.0 means a 100% yield; for example, 0.34 means a 34% yield).. This data is from Reaction yield outcomes from USPTO patents with 853,638 reactions. (1) The reactants are [CH2:1]([S:3]([C:6]1[CH:7]=[CH:8][C:9](F)=[C:10]([C:12]2[C:13]3[CH:22]=[C:21]([C:23]([O:25][CH2:26][CH3:27])=[O:24])[NH:20][C:14]=3[C:15](=[O:19])[N:16]([CH3:18])[CH:17]=2)[CH:11]=1)(=[O:5])=[O:4])[CH3:2].[F:29][C:30]1([F:35])[CH2:32][CH:31]1[CH2:33][OH:34].C([O-])([O-])=O.[Cs+].[Cs+].C(OCC)(=O)C. The catalyst is CS(C)=O.O. The product is [F:29][C:30]1([F:35])[CH2:32][CH:31]1[CH2:33][O:34][C:9]1[CH:8]=[CH:7][C:6]([S:3]([CH2:1][CH3:2])(=[O:5])=[O:4])=[CH:11][C:10]=1[C:12]1[C:13]2[CH:22]=[C:21]([C:23]([O:25][CH2:26][CH3:27])=[O:24])[NH:20][C:14]=2[C:15](=[O:19])[N:16]([CH3:18])[CH:17]=1. The yield is 0.920. (2) The reactants are [F:1][C:2]1[CH:7]=[CH:6][C:5]([C:8]2[N:9]=[C:10]3[CH:15]=[CH:14][CH:13]=[N:12][N:11]3[C:16]=2[C:17]2[CH:22]=[CH:21][N:20]=[C:19]([NH2:23])[CH:18]=2)=[CH:4][C:3]=1[CH3:24].Cl[C:26]([O:28][CH2:29][C:30]([Cl:33])([Cl:32])[Cl:31])=[O:27].C(=O)([O-])O.[Na+]. The catalyst is N1C=CC=CC=1. The product is [F:1][C:2]1[CH:7]=[CH:6][C:5]([C:8]2[N:9]=[C:10]3[CH:15]=[CH:14][CH:13]=[N:12][N:11]3[C:16]=2[C:17]2[CH:22]=[CH:21][N:20]=[C:19]([NH:23][C:26](=[O:27])[O:28][CH2:29][C:30]([Cl:33])([Cl:32])[Cl:31])[CH:18]=2)=[CH:4][C:3]=1[CH3:24]. The yield is 0.340. (3) The reactants are [C:1]([C:3]1[C:8]([C:9]([F:12])([F:11])[F:10])=[CH:7][C:6]([N+:13]([O-])=O)=[CH:5][N:4]=1)#[N:2]. The catalyst is CCOC(C)=O.CC(O)=O.[Fe]. The product is [NH2:13][C:6]1[CH:7]=[C:8]([C:9]([F:12])([F:10])[F:11])[C:3]([C:1]#[N:2])=[N:4][CH:5]=1. The yield is 0.670. (4) The reactants are [C:1]([OH:9])(=[O:8])[C:2]1[CH:7]=[CH:6][CH:5]=[CH:4][CH:3]=1.[CH:10]([NH:13][CH:14]1[CH2:19][CH2:18][N:17]([CH2:20][C:21]2[CH:22]=[N:23][CH:24]=[CH:25][C:26]=2[O:27][CH3:28])[CH2:16][CH2:15]1)([CH3:12])[CH3:11]. The catalyst is CC(OC)(C)C. The product is [C:1]([OH:9])(=[O:8])[C:2]1[CH:7]=[CH:6][CH:5]=[CH:4][CH:3]=1.[CH:10]([NH:13][CH:14]1[CH2:15][CH2:16][N:17]([CH2:20][C:21]2[CH:22]=[N:23][CH:24]=[CH:25][C:26]=2[O:27][CH3:28])[CH2:18][CH2:19]1)([CH3:12])[CH3:11]. The yield is 0.820. (5) The reactants are CCN(C(C)C)C(C)C.C1C=CC2N(O)N=NC=2C=1.CCN=C=NCCCN(C)C.[F:31][C:32]1[CH:37]=[CH:36][C:35]([C:38]2[O:42][N:41]=[C:40]([C:43]([OH:45])=O)[CH:39]=2)=[CH:34][CH:33]=1.FC1C=CC(C(=O)C)=CC=1.Cl.[NH2:57][CH2:58][C:59]([N:61]1[CH2:66][CH2:65][N:64]([C:67](=[O:79])[C:68]2[CH:73]=[C:72]([F:74])[CH:71]=[CH:70][C:69]=2[C:75]([F:78])([F:77])[F:76])[CH2:63][CH2:62]1)=[O:60].FC1C=CC(C(F)(F)F)=C(C=1)C(O)=O. The catalyst is CN(C=O)C.O. The product is [F:74][C:72]1[CH:71]=[CH:70][C:69]([C:75]([F:77])([F:76])[F:78])=[C:68]([CH:73]=1)[C:67]([N:64]1[CH2:65][CH2:66][N:61]([C:59](=[O:60])[CH2:58][NH:57][C:43]([C:40]2[CH:39]=[C:38]([C:35]3[CH:34]=[CH:33][C:32]([F:31])=[CH:37][CH:36]=3)[O:42][N:41]=2)=[O:45])[CH2:62][CH2:63]1)=[O:79]. The yield is 0.200. (6) The reactants are [F:1][C:2]1[CH:3]=[C:4]([N+:19]([O-:21])=[O:20])[C:5]([NH:9][C@H:10]([C:12]2[CH:17]=[CH:16][C:15]([F:18])=[CH:14][N:13]=2)[CH3:11])=[N:6][C:7]=1F.[CH2:22]([O:24][C:25]1[NH:29][N:28]=[C:27]([NH2:30])[CH:26]=1)[CH3:23]. No catalyst specified. The product is [CH2:22]([O:24][C:25]1[NH:29][N:28]=[C:27]([NH:30][C:7]2[C:2]([F:1])=[CH:3][C:4]([N+:19]([O-:21])=[O:20])=[C:5]([NH:9][C@H:10]([C:12]3[CH:17]=[CH:16][C:15]([F:18])=[CH:14][N:13]=3)[CH3:11])[N:6]=2)[CH:26]=1)[CH3:23]. The yield is 0.330.